Dataset: Forward reaction prediction with 1.9M reactions from USPTO patents (1976-2016). Task: Predict the product of the given reaction. Given the reactants C(N(CC)CC)C.[NH2:8][C:9]1[N:17]=[C:16]([CH3:18])[CH:15]=[CH:14][C:10]=1[C:11]([OH:13])=O.[OH-].[F:20][C:21]1[CH:22]=[C:23]([O:27][C:28]2[CH:29]=[C:30]([CH:33]=[CH:34][CH:35]=2)[CH2:31][NH2:32])[CH:24]=[CH:25][CH:26]=1.CN([P+](ON1N=NC2C=CC=CC1=2)(N(C)C)N(C)C)C.F[P-](F)(F)(F)(F)F, predict the reaction product. The product is: [F:20][C:21]1[CH:22]=[C:23]([O:27][C:28]2[CH:29]=[C:30]([CH2:31][NH:32][C:11](=[O:13])[C:10]3[CH:14]=[CH:15][C:16]([CH3:18])=[N:17][C:9]=3[NH2:8])[CH:33]=[CH:34][CH:35]=2)[CH:24]=[CH:25][CH:26]=1.